From a dataset of NCI-60 drug combinations with 297,098 pairs across 59 cell lines. Regression. Given two drug SMILES strings and cell line genomic features, predict the synergy score measuring deviation from expected non-interaction effect. Drug 1: C(=O)(N)NO. Drug 2: CS(=O)(=O)OCCCCOS(=O)(=O)C. Cell line: OVCAR-8. Synergy scores: CSS=7.57, Synergy_ZIP=-2.79, Synergy_Bliss=1.81, Synergy_Loewe=0.885, Synergy_HSA=2.31.